Dataset: Full USPTO retrosynthesis dataset with 1.9M reactions from patents (1976-2016). Task: Predict the reactants needed to synthesize the given product. (1) Given the product [NH2:26][C:23]1[CH:24]=[CH:25][C:20]2[NH:19][C:3]([C:4]3[C:5](=[O:16])[N:6]([CH2:11][CH2:12][CH:13]([CH3:14])[CH3:15])[CH:7]=[CH:8][C:9]=3[OH:10])=[N:37][S:34](=[O:36])(=[O:35])[C:21]=2[CH:22]=1, predict the reactants needed to synthesize it. The reactants are: CS[C:3](SC)=[C:4]1[C:9](=[O:10])[CH:8]=[CH:7][N:6]([CH2:11][CH2:12][CH:13]([CH3:15])[CH3:14])[C:5]1=[O:16].[NH2:19][C:20]1[CH:25]=[CH:24][C:23]([NH:26]C(=O)OC(C)(C)C)=[CH:22][C:21]=1[S:34]([NH2:37])(=[O:36])=[O:35]. (2) Given the product [C:17]([C:21]1[CH:40]=[CH:39][C:24]([C:25]([NH:27][CH2:28][C:29]2[CH:34]=[CH:33][C:32]([C:2]3[CH:7]=[CH:6][N:5]=[C:4]4[NH:8][C:9]([C:11]5[CH:12]=[N:13][N:14]([CH3:16])[CH:15]=5)=[N:10][C:3]=34)=[CH:31][C:30]=2[F:38])=[O:26])=[CH:23][CH:22]=1)([CH3:20])([CH3:18])[CH3:19], predict the reactants needed to synthesize it. The reactants are: Br[C:2]1[CH:7]=[CH:6][N:5]=[C:4]2[NH:8][C:9]([C:11]3[CH:12]=[N:13][N:14]([CH3:16])[CH:15]=3)=[N:10][C:3]=12.[C:17]([C:21]1[CH:40]=[CH:39][C:24]([C:25]([NH:27][CH2:28][C:29]2[CH:34]=[CH:33][C:32](B(O)O)=[CH:31][C:30]=2[F:38])=[O:26])=[CH:23][CH:22]=1)([CH3:20])([CH3:19])[CH3:18].P([O-])([O-])([O-])=O.[K+].[K+].[K+].C([O-])(=O)C.[Na+].C(#N)C. (3) The reactants are: C[O:2][C:3]([C:5]1[C:14]2[C:9](=[CH:10][C:11]([O:15][CH3:16])=[CH:12][CH:13]=2)[C:8](=[O:17])[N:7]([CH2:18][CH3:19])[CH:6]=1)=[O:4].[OH-].[Li+]. Given the product [CH2:18]([N:7]1[CH:6]=[C:5]([C:3]([OH:4])=[O:2])[C:14]2[C:9](=[CH:10][C:11]([O:15][CH3:16])=[CH:12][CH:13]=2)[C:8]1=[O:17])[CH3:19], predict the reactants needed to synthesize it.